This data is from Forward reaction prediction with 1.9M reactions from USPTO patents (1976-2016). The task is: Predict the product of the given reaction. Given the reactants Cl[C:2]1[C:11]2[C:6](=[CH:7][C:8]([O:14][CH3:15])=[C:9]([O:12][CH3:13])[CH:10]=2)[N:5]=[CH:4][CH:3]=1.[OH:16][C:17]1[C:18](I)=[N:19][C:20]([CH3:23])=[CH:21][CH:22]=1, predict the reaction product. The product is: [CH3:23][C:20]1[N:19]=[CH:18][C:17]([O:16][C:2]2[C:11]3[C:6](=[CH:7][C:8]([O:14][CH3:15])=[C:9]([O:12][CH3:13])[CH:10]=3)[N:5]=[CH:4][CH:3]=2)=[CH:22][CH:21]=1.